From a dataset of Forward reaction prediction with 1.9M reactions from USPTO patents (1976-2016). Predict the product of the given reaction. (1) Given the reactants [Cl:1][C:2]1[CH:7]=[CH:6][C:5]([CH:8]2[CH2:13][NH:12][C:11](=[O:14])[C:10]3[S:15][C:16]([N:18]4[CH2:23][CH2:22][O:21][CH2:20][CH2:19]4)=[CH:17][C:9]2=3)=[CH:4][CH:3]=1.CN(C=O)C.[Br:29]N1C(=O)CCC1=O, predict the reaction product. The product is: [Br:29][C:17]1[C:9]2[CH:8]([C:5]3[CH:6]=[CH:7][C:2]([Cl:1])=[CH:3][CH:4]=3)[CH2:13][NH:12][C:11](=[O:14])[C:10]=2[S:15][C:16]=1[N:18]1[CH2:23][CH2:22][O:21][CH2:20][CH2:19]1. (2) Given the reactants [H-].[Na+].[CH2:3]([N:5]([CH2:21][CH3:22])[C:6](=[O:20])[O:7][C:8]1[C:17]([Cl:18])=[C:16]2[C:11]([CH2:12][CH2:13][NH:14][C:15]2=[O:19])=[CH:10][CH:9]=1)[CH3:4].[CH2:23]([O:30][C:31]1[C:36]([CH2:37]Cl)=[C:35]([CH3:39])[CH:34]=[C:33]([CH3:40])[N:32]=1)[C:24]1[CH:29]=[CH:28][CH:27]=[CH:26][CH:25]=1.O, predict the reaction product. The product is: [CH2:21]([N:5]([CH2:3][CH3:4])[C:6](=[O:20])[O:7][C:8]1[C:17]([Cl:18])=[C:16]2[C:11]([CH2:12][CH2:13][N:14]([CH2:37][C:36]3[C:31]([O:30][CH2:23][C:24]4[CH:29]=[CH:28][CH:27]=[CH:26][CH:25]=4)=[N:32][C:33]([CH3:40])=[CH:34][C:35]=3[CH3:39])[C:15]2=[O:19])=[CH:10][CH:9]=1)[CH3:22]. (3) Given the reactants [CH2:1]([C@@:8]1([C:18]2[CH2:19][C:20]3[C:25]([CH:26]=2)=[CH:24][CH:23]=[CH:22][CH:21]=3)[CH2:16][C:15]2[C:10](=[CH:11][CH:12]=[CH:13][CH:14]=2)[C@H:9]1[OH:17])[C:2]1[CH:7]=[CH:6][CH:5]=[CH:4][CH:3]=1.[Br:27][C:28]1[CH:36]=[CH:35][C:31]([C:32](O)=[O:33])=[CH:30][CH:29]=1.C(N(C(C)C)CC)(C)C.ClC1C=CC=C(Cl)C=1C(Cl)=O, predict the reaction product. The product is: [Br:27][C:28]1[CH:36]=[CH:35][C:31]([C:32]([O:17][C@@H:9]2[C:10]3[C:15](=[CH:14][CH:13]=[CH:12][CH:11]=3)[CH2:16][C@@:8]2([CH2:1][C:2]2[CH:3]=[CH:4][CH:5]=[CH:6][CH:7]=2)[C:18]2[CH2:19][C:20]3[C:25]([CH:26]=2)=[CH:24][CH:23]=[CH:22][CH:21]=3)=[O:33])=[CH:30][CH:29]=1. (4) Given the reactants [NH2:1][NH:2][C:3]([C:5]1[CH:10]=[N:9][CH:8]=[CH:7][N:6]=1)=[NH:4].[CH3:11][O:12][C:13]1[CH:14]=[CH:15][C:16]([OH:21])=[C:17]([CH:20]=1)[CH:18]=O, predict the reaction product. The product is: [CH3:11][O:12][C:13]1[CH:14]=[CH:15][C:16]([OH:21])=[C:17]([C:18]2[NH:1][N:2]=[C:3]([C:5]3[CH:10]=[N:9][CH:8]=[CH:7][N:6]=3)[N:4]=2)[CH:20]=1.